From a dataset of Full USPTO retrosynthesis dataset with 1.9M reactions from patents (1976-2016). Predict the reactants needed to synthesize the given product. (1) Given the product [CH3:19][C:6]1[CH:7]=[CH:8][C:3]([S:2][C:11]([O:13][CH:14]([Cl:18])[CH:15]([CH3:17])[CH3:16])=[O:12])=[CH:4][CH:5]=1, predict the reactants needed to synthesize it. The reactants are: C[S:2][C:3]1[CH:8]=[CH:7][C:6](O)=[CH:5][CH:4]=1.Cl[C:11]([O:13][CH:14]([Cl:18])[CH:15]([CH3:17])[CH3:16])=[O:12].[CH3:19]N1CCOCC1. (2) The reactants are: [S:1]([NH2:11])(=[O:10])([C:3]1[CH:8]=[CH:7][C:6]([NH2:9])=[CH:5][CH:4]=1)=[O:2].[Na+].[N+]([C:16]1[CH:17]=C(S([O-])(=O)=O)C=[CH:20][CH:21]=1)([O-])=O.B(O)(O)O.C(=O)/C=C/C. Given the product [CH3:20][C:21]1[CH:16]=[CH:17][C:5]2[C:6](=[CH:7][CH:8]=[C:3]([S:1]([NH2:11])(=[O:10])=[O:2])[CH:4]=2)[N:9]=1, predict the reactants needed to synthesize it. (3) The reactants are: OO.C(OC(C(F)(F)F)=O)(C(F)(F)F)=[O:4].[CH3:16][N:17]([CH3:35])[CH2:18][CH2:19][NH:20][C:21]1[N:22]=[N+:23]([O-:34])[C:24]2[CH:30]=[C:29]3[O:31][CH2:32][CH2:33][C:28]3=[CH:27][C:25]=2[N:26]=1.C(O)(C(F)(F)F)=O. Given the product [O-:34][N+:23]1[C:24]2[CH:30]=[C:29]3[O:31][CH2:32][CH2:33][C:28]3=[CH:27][C:25]=2[N+:26]([O-:4])=[C:21]([NH:20][CH2:19][CH2:18][N:17]([CH3:35])[CH3:16])[N:22]=1, predict the reactants needed to synthesize it. (4) Given the product [F:1][C:2]1[CH:3]=[CH:4][CH:5]=[C:6]([O:11][C:12](=[O:14])[CH3:13])[C:7]=1[C:8]([OH:10])=[O:9], predict the reactants needed to synthesize it. The reactants are: [F:1][C:2]1[CH:3]=[CH:4][CH:5]=[C:6]([OH:11])[C:7]=1[C:8]([OH:10])=[O:9].[C:12](OC(=O)C)(=[O:14])[CH3:13].P(=O)(O)(O)O. (5) Given the product [CH3:1][C:2]1[CH:11]=[C:10]([CH2:12][O:13][Si:14]([CH:15]([CH3:17])[CH3:16])([CH:21]([CH3:23])[CH3:22])[CH:18]([CH3:20])[CH3:19])[CH:9]=[CH:8][C:3]=1[C:4]([OH:6])=[O:5], predict the reactants needed to synthesize it. The reactants are: [CH3:1][C:2]1[CH:11]=[C:10]([CH2:12][O:13][Si:14]([CH:21]([CH3:23])[CH3:22])([CH:18]([CH3:20])[CH3:19])[CH:15]([CH3:17])[CH3:16])[CH:9]=[CH:8][C:3]=1[C:4]([O:6]C)=[O:5].[OH-].[Li+].CO. (6) Given the product [Br:1][C:2]1[CH:3]=[CH:4][C:5]([C@:8]([CH:30]2[CH2:32][CH2:31]2)([CH3:9])[CH:10]=[O:45])=[CH:6][CH:7]=1, predict the reactants needed to synthesize it. The reactants are: [Br:1][C:2]1[CH:7]=[CH:6][C:5]([C@:8](B2OC(C)(C)C(C)(C)O2)([CH:10]2CC2)[CH3:9])=[CH:4][CH:3]=1.ClCCl.[Li+].CC([N-][CH:30]([CH3:32])[CH3:31])C.C(NC(C)C)(C)C.C([Li])CCC.[OH-:45].[Na+].OO.[OH-].[Na+].OO.Cl.[Na+].[Cl-]. (7) The reactants are: [NH2:1][C:2]1[N:7]=[C:6]([C:8]2[CH:16]=[CH:15][C:11]3[O:12][CH2:13][O:14][C:10]=3[CH:9]=2)[C:5]([C:17]#[N:18])=[C:4](S(C)(=O)=O)[N:3]=1.[CH3:23][CH:24]([CH3:26])[O-:25].[Na+]. Given the product [NH2:1][C:2]1[N:7]=[C:6]([C:8]2[CH:16]=[CH:15][C:11]3[O:12][CH2:13][O:14][C:10]=3[CH:9]=2)[C:5]([C:17]#[N:18])=[C:4]([O:25][CH:24]([CH3:26])[CH3:23])[N:3]=1, predict the reactants needed to synthesize it. (8) Given the product [CH3:44][CH:43]([O:42][N:41]=[C:2]1[CH2:3][CH2:4][CH:5]([N:8]2[C:13](=[O:14])[C:12]([CH2:15][C:16]3[CH:21]=[CH:20][C:19]([C:22]4[CH:27]=[CH:26][CH:25]=[CH:24][C:23]=4[C:28]4[NH:32][C:31](=[O:33])[O:30][N:29]=4)=[CH:18][CH:17]=3)=[C:11]([CH2:34][CH2:35][CH3:36])[N:10]3[N:37]=[CH:38][N:39]=[C:9]23)[CH2:6][CH2:7]1)[CH3:45], predict the reactants needed to synthesize it. The reactants are: O=[C:2]1[CH2:7][CH2:6][CH:5]([N:8]2[C:13](=[O:14])[C:12]([CH2:15][C:16]3[CH:21]=[CH:20][C:19]([C:22]4[CH:27]=[CH:26][CH:25]=[CH:24][C:23]=4[C:28]4[NH:32][C:31](=[O:33])[O:30][N:29]=4)=[CH:18][CH:17]=3)=[C:11]([CH2:34][CH2:35][CH3:36])[N:10]3[N:37]=[CH:38][N:39]=[C:9]23)[CH2:4][CH2:3]1.Cl.[NH2:41][O:42][CH:43]([CH3:45])[CH3:44].N1C=CC=CC=1.Cl. (9) Given the product [CH3:1][C:2]1[O:6][N:5]=[C:4]([C:7]2[CH:12]=[CH:11][CH:10]=[CH:9][CH:8]=2)[C:3]=1[CH2:13][O:14][C:16]1[CH:21]=[CH:20][CH:19]=[CH:18][N:17]=1, predict the reactants needed to synthesize it. The reactants are: [CH3:1][C:2]1[O:6][N:5]=[C:4]([C:7]2[CH:12]=[CH:11][CH:10]=[CH:9][CH:8]=2)[C:3]=1[CH2:13][OH:14].O[C:16]1[CH:21]=[CH:20][CH:19]=[CH:18][N:17]=1.C(P(CCCC)CCCC)CCC.CN(C)C(N=NC(N(C)C)=O)=O.C1(P(C2C=CC=CC=2)C2C=CC=CC=2)C=CC=CC=1.N(C(OCC)=O)=NC(OCC)=O.